Dataset: NCI-60 drug combinations with 297,098 pairs across 59 cell lines. Task: Regression. Given two drug SMILES strings and cell line genomic features, predict the synergy score measuring deviation from expected non-interaction effect. (1) Drug 1: C1=C(C(=O)NC(=O)N1)F. Drug 2: CCC1(C2=C(COC1=O)C(=O)N3CC4=CC5=C(C=CC(=C5CN(C)C)O)N=C4C3=C2)O.Cl. Cell line: BT-549. Synergy scores: CSS=34.0, Synergy_ZIP=-10.6, Synergy_Bliss=-7.79, Synergy_Loewe=-4.04, Synergy_HSA=-2.42. (2) Drug 1: C(CC(=O)O)C(=O)CN.Cl. Drug 2: CN(C(=O)NC(C=O)C(C(C(CO)O)O)O)N=O. Cell line: HCT116. Synergy scores: CSS=2.49, Synergy_ZIP=-1.01, Synergy_Bliss=-1.65, Synergy_Loewe=0.364, Synergy_HSA=-4.09.